This data is from In vitro SARS-CoV-2 activity screen of 1,480 approved drugs from Prestwick library. The task is: Binary Classification. Given a drug SMILES string, predict its activity (active/inactive) in a high-throughput screening assay against a specified biological target. (1) The molecule is C[C@]12CC(=O)[C@H]3[C@@H](CCC4=CC(=O)CC[C@@]43C)[C@@H]1CCC2=O. The result is 0 (inactive). (2) The molecule is C[C@H](CCC(=O)O)[C@H]1CC[C@H]2[C@@H]3C(=O)C[C@@H]4CC(=O)CC[C@]4(C)[C@H]3CC(=O)[C@@]21C. The result is 0 (inactive). (3) The drug is CC[C@@H](C(N)=O)N1CCCC1=O. The result is 0 (inactive).